Dataset: Reaction yield outcomes from USPTO patents with 853,638 reactions. Task: Predict the reaction yield, written as a fraction of the theoretical maximum amount of product (1.0 means a 100% yield; for example, 0.34 means a 34% yield). The reactants are [Br:1][C:2]1[CH:3]=[C:4]2[C:8](=[CH:9][CH:10]=1)[NH:7][C:6](=[O:11])[CH2:5]2.[C:12]1([C:18](=O)[C:19]([O:21]C)=[O:20])[CH:17]=[CH:16][CH:15]=[CH:14][CH:13]=1. No catalyst specified. The product is [Br:1][C:2]1[CH:3]=[C:4]2[C:8](=[CH:9][CH:10]=1)[NH:7][C:6](=[O:11])[C:5]2=[C:18]([C:12]1[CH:17]=[CH:16][CH:15]=[CH:14][CH:13]=1)[C:19]([OH:21])=[O:20]. The yield is 0.450.